The task is: Predict the product of the given reaction.. This data is from Forward reaction prediction with 1.9M reactions from USPTO patents (1976-2016). (1) Given the reactants CS([O:5][CH2:6][CH2:7][C:8]([C:25]1[CH:30]=[CH:29][C:28]([Cl:31])=[CH:27][CH:26]=1)([N:11]1[C:19]2[C:14](=[C:15]([NH:20][S:21]([CH3:24])(=[O:23])=[O:22])[CH:16]=[CH:17][CH:18]=2)[CH:13]=[CH:12]1)[CH2:9][CH3:10])(=O)=O.[CH3:32]O[Na], predict the reaction product. The product is: [Cl:31][C:28]1[CH:29]=[CH:30][C:25]([C:8]([N:11]2[C:19]3[C:14](=[C:15]([NH:20][S:21]([CH3:24])(=[O:22])=[O:23])[CH:16]=[CH:17][CH:18]=3)[CH:13]=[CH:12]2)([CH2:9][CH3:10])[CH2:7][CH2:6][O:5][CH3:32])=[CH:26][CH:27]=1. (2) Given the reactants [Br:1][CH2:2][CH2:3][CH:4]([C:17]1[CH:22]=[CH:21][CH:20]=[C:19]([C:23]([F:26])([F:25])[F:24])[CH:18]=1)[CH2:5][C:6]([NH:8][NH:9]C(OC(C)(C)C)=O)=[O:7].FC(F)(F)C(O)=O, predict the reaction product. The product is: [Br:1][CH2:2][CH2:3][CH:4]([C:17]1[CH:22]=[CH:21][CH:20]=[C:19]([C:23]([F:24])([F:25])[F:26])[CH:18]=1)[CH2:5][C:6]([NH:8][NH2:9])=[O:7]. (3) Given the reactants [Cl:1][C:2]1[S:3][C:4]([S:8](Cl)(=[O:10])=[O:9])=[C:5]([CH3:7])[N:6]=1.[S:12]1(=[O:20])(=[O:19])[CH2:17][CH2:16][CH:15]([NH2:18])[CH2:14][CH2:13]1.C(N(CC)CC)C, predict the reaction product. The product is: [Cl:1][C:2]1[S:3][C:4]([S:8]([NH:18][CH:15]2[CH2:16][CH2:17][S:12](=[O:20])(=[O:19])[CH2:13][CH2:14]2)(=[O:10])=[O:9])=[C:5]([CH3:7])[N:6]=1. (4) Given the reactants [Br:1][C:2]1[S:6][C:5]([C:7]([CH3:12])([CH3:11])[C:8](O)=[O:9])=[CH:4][CH:3]=1.C(N(CC)CC)C.ClC(OCC)=O.[N-:26]=[N+:27]=[N-:28].[Na+], predict the reaction product. The product is: [Br:1][C:2]1[S:6][C:5]([C:7]([CH3:12])([CH3:11])[C:8]([N:26]=[N+:27]=[N-:28])=[O:9])=[CH:4][CH:3]=1. (5) The product is: [C:1]([C:5]1[C:6]2[O:13][CH:18]([CH2:23][OH:24])[CH2:14][C:7]=2[CH:8]=[C:9]([O:11][CH3:12])[CH:10]=1)([CH3:4])([CH3:2])[CH3:3]. Given the reactants [C:1]([C:5]1[CH:10]=[C:9]([O:11][CH3:12])[CH:8]=[CH:7][C:6]=1[OH:13])([CH3:4])([CH3:3])[CH3:2].[C:14]([C:18]1C=C(O)C=C[C:23]=1[O:24]C)(C)(C)C.C(=O)([O-])[O-].[K+].[K+].C(Br)C=C.C(OCC=C)C=C.C1(C)C=C(C)C=C(C)C=1.C(C1C=C(OC)C=C(C(C)(C)C)C=1O)C=C.C(C1C=C(OC)C(C(C)(C)C)=CC=1O)C=C.C1(O)C=CC=CC=1.ClC1C=C(C=CC=1)C(OO)=O, predict the reaction product. (6) Given the reactants [C:1]1([NH2:8])[CH:6]=[CH:5][CH:4]=[CH:3][C:2]=1[NH2:7].[S:9]1[C:13]([S:14](Cl)(=[O:16])=[O:15])=[CH:12][C:11]2[CH:18]=[CH:19][CH:20]=[CH:21][C:10]1=2, predict the reaction product. The product is: [NH2:7][C:2]1[CH:3]=[CH:4][CH:5]=[CH:6][C:1]=1[NH:8][S:14]([C:13]1[S:9][C:10]2[CH:21]=[CH:20][CH:19]=[CH:18][C:11]=2[CH:12]=1)(=[O:15])=[O:16]. (7) The product is: [C:23]1([C:40]2[CH:45]=[CH:44][CH:43]=[CH:42][CH:41]=2)[CH:24]=[CH:25][CH:26]=[C:21]([CH2:20][N:17]2[CH2:18][CH2:19][CH:15]([NH:14][C:13]([NH:12][C:10]3[C:9]4[C:4](=[CH:5][CH:6]=[CH:7][CH:8]=4)[N:3]=[C:2]([CH3:1])[CH:11]=3)=[O:30])[CH2:16]2)[CH:22]=1. Given the reactants [CH3:1][C:2]1[CH:11]=[C:10]([NH:12][C:13](=[O:30])[NH:14][CH:15]2[CH2:19][CH2:18][N:17]([CH2:20][C:21]3[CH:22]=[C:23](B(O)O)[CH:24]=[CH:25][CH:26]=3)[CH2:16]2)[C:9]2[C:4](=[CH:5][CH:6]=[CH:7][CH:8]=2)[N:3]=1.[O-]P([O-])([O-])=O.[K+].[K+].[K+].Br[C:40]1[CH:45]=[CH:44][CH:43]=[CH:42][CH:41]=1, predict the reaction product.